The task is: Predict the reaction yield, written as a fraction of the theoretical maximum amount of product (1.0 means a 100% yield; for example, 0.34 means a 34% yield).. This data is from Reaction yield outcomes from USPTO patents with 853,638 reactions. (1) The reactants are [NH2:1][C:2]1[CH:7]=[CH:6][C:5]([OH:8])=[CH:4][CH:3]=1.Cl[C:10]1[CH:15]=[CH:14][N:13]=[C:12]([CH3:16])[CH:11]=1.CC(C)([O-])C.[K+].O. The catalyst is CN1C(=O)N(C)CCC1. The product is [CH3:16][C:12]1[CH:11]=[C:10]([O:8][C:5]2[CH:6]=[CH:7][C:2]([NH2:1])=[CH:3][CH:4]=2)[CH:15]=[CH:14][N:13]=1. The yield is 0.0900. (2) The reactants are [Br:1][C:2]1[O:6][C:5]([C:7]([OH:9])=O)=[CH:4][CH:3]=1.C1CCC(N=C=NC2CCCCC2)CC1.C1C=CC2N(O)N=NC=2C=1.[C@@H:35]12[CH2:49][C@@H:39]([N:40]([C:42]([O:44][C:45]([CH3:48])([CH3:47])[CH3:46])=[O:43])[CH2:41]1)[CH2:38][NH:37][CH2:36]2. The catalyst is ClCCl. The product is [Br:1][C:2]1[O:6][C:5]([C:7]([N:37]2[CH2:38][C@H:39]3[CH2:49][C@H:35]([CH2:41][N:40]3[C:42]([O:44][C:45]([CH3:48])([CH3:47])[CH3:46])=[O:43])[CH2:36]2)=[O:9])=[CH:4][CH:3]=1. The yield is 0.270. (3) The catalyst is CO.[Pd]. The product is [F:1][C:2]1[CH:3]=[CH:4][C:5]([CH2:8][CH2:9][C:10]2[CH:15]=[CH:14][N:13]=[C:12]([O:16][CH3:17])[CH:11]=2)=[N:6][CH:7]=1. The yield is 0.920. The reactants are [F:1][C:2]1[CH:3]=[CH:4][C:5]([CH:8]=[CH:9][C:10]2[CH:15]=[CH:14][N:13]=[C:12]([O:16][CH3:17])[CH:11]=2)=[N:6][CH:7]=1.[H][H]. (4) The reactants are C1C(=O)N(Br)C(=O)C1.[Cl:9][C:10]1[C:15](/[C:16](/O)=[CH:17]\[C:18]2[CH:23]=[CH:22][N:21]=[C:20]([Cl:24])[N:19]=2)=[CH:14][CH:13]=[CH:12][C:11]=1[NH:26][S:27]([C:30]1[CH:35]=[C:34]([F:36])[CH:33]=[CH:32][C:31]=1[F:37])(=[O:29])=[O:28].[N:38]1([C:44](=[S:46])[NH2:45])[CH2:43][CH2:42][O:41][CH2:40][CH2:39]1. No catalyst specified. The product is [Cl:9][C:10]1[C:15]([C:16]2[N:45]=[C:44]([N:38]3[CH2:43][CH2:42][O:41][CH2:40][CH2:39]3)[S:46][C:17]=2[C:18]2[CH:23]=[CH:22][N:21]=[C:20]([Cl:24])[N:19]=2)=[CH:14][CH:13]=[CH:12][C:11]=1[NH:26][S:27]([C:30]1[CH:35]=[C:34]([F:36])[CH:33]=[CH:32][C:31]=1[F:37])(=[O:29])=[O:28]. The yield is 0.950. (5) The catalyst is C(Cl)Cl. The product is [Cl:40][CH:7]([C:6]1[C:2]([CH3:1])=[N:3][O:4][C:5]=1[CH3:37])[C:8]1[O:9][C:10]2[CH:16]=[CH:15][C:14]([CH2:17][C:18]([NH:20][CH:21]([C:28]3[CH:33]=[CH:32][C:31]([CH3:34])=[CH:30][C:29]=3[CH3:35])[C:22]3[CH:23]=[CH:24][CH:25]=[CH:26][CH:27]=3)=[O:19])=[CH:13][C:11]=2[CH:12]=1. The yield is 0.720. The reactants are [CH3:1][C:2]1[C:6]([CH:7](O)[C:8]2[O:9][C:10]3[CH:16]=[CH:15][C:14]([CH2:17][C:18]([NH:20][CH:21]([C:28]4[CH:33]=[CH:32][C:31]([CH3:34])=[CH:30][C:29]=4[CH3:35])[C:22]4[CH:27]=[CH:26][CH:25]=[CH:24][CH:23]=4)=[O:19])=[CH:13][C:11]=3[CH:12]=2)=[C:5]([CH3:37])[O:4][N:3]=1.O=S(Cl)[Cl:40]. (6) The reactants are CCOCC.[H-].[Al+3].[Li+].[H-].[H-].[H-].[N:12]1[CH:17]=[CH:16][C:15]([CH:18]([CH3:23])[CH2:19][C:20]([NH2:22])=O)=[CH:14][CH:13]=1.[OH-].[Na+]. The catalyst is C(Cl)Cl.C(OCC)(=O)C. The product is [N:12]1[CH:17]=[CH:16][C:15]([CH:18]([CH3:23])[CH2:19][CH2:20][NH2:22])=[CH:14][CH:13]=1. The yield is 0.750. (7) The reactants are [H-].[Na+].[F:3][C:4]([F:37])([F:36])[C:5]1[CH:6]=[C:7]([C:11]2[CH:12]=[C:13]([C:32]([O:34][CH3:35])=[O:33])[C:14]3[NH:15][C:16]4[CH:17]=[C:18]([O:24][S:25]([C:28]([F:31])([F:30])[F:29])(=[O:27])=[O:26])[CH:19]=[CH:20][C:21]=4[C:22]=3[N:23]=2)[CH:8]=[CH:9][CH:10]=1.Br[CH2:39][C:40]1[CH:45]=[CH:44][C:43]([O:46][CH3:47])=[CH:42][CH:41]=1. The catalyst is CN(C=O)C. The product is [CH3:47][O:46][C:43]1[CH:44]=[CH:45][C:40]([CH2:39][N:15]2[C:16]3[CH:17]=[C:18]([O:24][S:25]([C:28]([F:31])([F:30])[F:29])(=[O:27])=[O:26])[CH:19]=[CH:20][C:21]=3[C:22]3[N:23]=[C:11]([C:7]4[CH:8]=[CH:9][CH:10]=[C:5]([C:4]([F:3])([F:36])[F:37])[CH:6]=4)[CH:12]=[C:13]([C:32]([O:34][CH3:35])=[O:33])[C:14]2=3)=[CH:41][CH:42]=1. The yield is 0.370.